This data is from Reaction yield outcomes from USPTO patents with 853,638 reactions. The task is: Predict the reaction yield, written as a fraction of the theoretical maximum amount of product (1.0 means a 100% yield; for example, 0.34 means a 34% yield). (1) The reactants are [CH3:1][O:2][C:3](=[O:11])[C:4]1[CH:9]=[CH:8][CH:7]=[C:6]([SH:10])[CH:5]=1.Cl[C:13]1[CH:18]=[CH:17][C:16]([N+:19]([O-:21])=[O:20])=[CH:15][CH:14]=1.C[O-].[Na+].C(OCC)(=O)C. The catalyst is O1CCCC1.CO. The product is [CH3:1][O:2][C:3](=[O:11])[C:4]1[CH:9]=[CH:8][CH:7]=[C:6]([S:10][C:13]2[CH:18]=[CH:17][C:16]([N+:19]([O-:21])=[O:20])=[CH:15][CH:14]=2)[CH:5]=1. The yield is 0.600. (2) The product is [NH2:1][C:2]1[C:11]([CH2:12][C:13]2[CH:18]=[CH:17][CH:16]=[CH:15][CH:14]=2)=[N:10][C:9]2[C:8]3[CH:19]=[CH:20][C:21]([OH:23])=[CH:22][C:7]=3[CH:6]=[CH:5][C:4]=2[N:3]=1. The yield is 0.465. The catalyst is O. The reactants are [NH2:1][C:2]1[C:11]([CH2:12][C:13]2[CH:18]=[CH:17][CH:16]=[CH:15][CH:14]=2)=[N:10][C:9]2[C:8]3[CH:19]=[CH:20][C:21]([O:23]C)=[CH:22][C:7]=3[CH:6]=[CH:5][C:4]=2[N:3]=1.Cl.[NH+]1C=CC=CC=1. (3) The yield is 0.580. The product is [CH3:14][C:7]1[CH:6]=[C:5](/[CH:4]=[CH:3]/[C:2]([F:1])([F:16])[F:15])[CH:13]=[CH:12][C:8]=1[C:9]([NH:33][C:25]1[CH:24]=[N:23][C:32]2[C:27]([CH:26]=1)=[N:28][CH:29]=[CH:30][CH:31]=2)=[O:11]. The reactants are [F:1][C:2]([F:16])([F:15])/[CH:3]=[CH:4]/[C:5]1[CH:13]=[CH:12][C:8]([C:9]([OH:11])=O)=[C:7]([CH3:14])[CH:6]=1.C(Cl)(=O)C(Cl)=O.[N:23]1[C:32]2[C:27](=[N:28][CH:29]=[CH:30][CH:31]=2)[CH:26]=[C:25]([NH2:33])[CH:24]=1. The catalyst is C(Cl)Cl.CN(C=O)C.N1C=CC=CC=1.CCOC(C)=O. (4) The reactants are [NH:1]1[CH:5]=[C:4]([C:6]#[N:7])[N:3]=[CH:2]1.[CH3:8][Si:9]([CH3:16])([CH3:15])[CH2:10][CH2:11][O:12][CH2:13]Cl.C([O-])([O-])=O.[K+].[K+].CC(C)=O. The catalyst is C(OCC)(=O)C. The product is [CH3:8][Si:9]([CH3:16])([CH3:15])[CH2:10][CH2:11][O:12][CH2:13][N:1]1[CH:5]=[C:4]([C:6]#[N:7])[N:3]=[CH:2]1. The yield is 0.700. (5) The reactants are [Cl:1][C:2]1[CH:7]=[C:6]([N:8]=[C:9]=[S:10])[CH:5]=[C:4]([C:11]([F:14])([F:13])[F:12])[C:3]=1[C:15]1[CH:20]=[CH:19][C:18]([S:21]([CH:24]2[CH2:29][CH2:28][CH2:27][N:26]([C:30]([O:32][C:33]([CH3:36])([CH3:35])[CH3:34])=[O:31])[CH2:25]2)(=[O:23])=[O:22])=[CH:17][CH:16]=1.[N:37]#[C:38][NH2:39].[Na].[CH3:41]O.CI. The catalyst is C(COC)OC. The product is [Cl:1][C:2]1[CH:7]=[C:6]([N:8]([NH:37][C:38]#[N:39])[CH2:9][S:10][CH3:41])[CH:5]=[C:4]([C:11]([F:12])([F:13])[F:14])[C:3]=1[C:15]1[CH:16]=[CH:17][C:18]([S:21]([CH:24]2[CH2:29][CH2:28][CH2:27][N:26]([C:30]([O:32][C:33]([CH3:36])([CH3:35])[CH3:34])=[O:31])[CH2:25]2)(=[O:23])=[O:22])=[CH:19][CH:20]=1. The yield is 0.780.